This data is from Forward reaction prediction with 1.9M reactions from USPTO patents (1976-2016). The task is: Predict the product of the given reaction. (1) The product is: [O:1]1[C:10]2[C:5](=[CH:6][CH:7]=[CH:8][CH:9]=2)[CH:4]([CH2:11][C:12]([C:27]([F:30])([F:28])[F:29])([OH:26])[CH2:13][NH:14][C:15]2[CH:24]=[CH:23][CH:22]=[C:21]3[C:16]=2[CH:17]=[CH:18][C:19]([CH3:25])=[N:20]3)[CH2:3][CH2:2]1. Given the reactants [O:1]1[C:10]2[C:5](=[CH:6][CH:7]=[CH:8][CH:9]=2)[C:4]([CH2:11][C:12]([C:27]([F:30])([F:29])[F:28])([OH:26])[CH2:13][NH:14][C:15]2[CH:24]=[CH:23][CH:22]=[C:21]3[C:16]=2[CH:17]=[CH:18][C:19]([CH3:25])=[N:20]3)=[CH:3][CH2:2]1, predict the reaction product. (2) Given the reactants [C:1](/[CH:3]=[CH:4]/[S:5]([C:8]1[CH:13]=[CH:12][C:11]([C:14]2([C:17]([OH:19])=O)[CH2:16][CH2:15]2)=[CH:10][CH:9]=1)(=[O:7])=[O:6])#[N:2].[CH:20]1([NH2:26])[CH2:25][CH2:24][CH2:23][CH2:22][CH2:21]1.Cl.CN(C)CCCN=C=NCC.ON1C2C=CC=CC=2N=N1, predict the reaction product. The product is: [CH:20]1([NH:26][C:17]([C:14]2([C:11]3[CH:10]=[CH:9][C:8]([S:5](/[CH:4]=[CH:3]/[C:1]#[N:2])(=[O:6])=[O:7])=[CH:13][CH:12]=3)[CH2:15][CH2:16]2)=[O:19])[CH2:25][CH2:24][CH2:23][CH2:22][CH2:21]1. (3) Given the reactants [N:1]([CH2:4][CH2:5][CH2:6][OH:7])=[N+:2]=[N-:3].N1C(C)=CC=CC=1C.[F:16][C:17]([F:30])([F:29])[S:18](O[S:18]([C:17]([F:30])([F:29])[F:16])(=[O:20])=[O:19])(=[O:20])=[O:19].O[C@@H]([C@H]1C(=O)N2C(C(OCC3C=CC([N+]([O-])=O)=CC=3)=O)=C(C3SC4=C(SC)N=CN4C=3)[C@H](C)[C@H]12)C.[Cl-].N(CCCN1C(SC)=C2SC(C3[C@H](C)[C@@H]4[C@@H]([C@H](O)C)C(=O)N4C=3C(OCC3C=CC([N+]([O-])=O)=CC=3)=O)=C[N+]2=C1)=[N+]=[N-], predict the reaction product. The product is: [F:16][C:17]([F:30])([F:29])[S:18]([O:7][CH2:6][CH2:5][CH2:4][N:1]=[N+:2]=[N-:3])(=[O:20])=[O:19]. (4) Given the reactants [CH3:1][N:2]([CH3:22])[C:3]1[N:8]=[C:7]([NH:9][S:10]([C:13]2[CH:18]=[CH:17][CH:16]=[CH:15][C:14]=2[N+:19]([O-])=O)(=[O:12])=[O:11])[CH:6]=[CH:5][CH:4]=1.CCCCCC.CCOC(C)=O.C([O-])(O)=O.[Na+], predict the reaction product. The product is: [NH2:19][C:14]1[CH:15]=[CH:16][CH:17]=[CH:18][C:13]=1[S:10]([NH:9][C:7]1[CH:6]=[CH:5][CH:4]=[C:3]([N:2]([CH3:22])[CH3:1])[N:8]=1)(=[O:11])=[O:12]. (5) Given the reactants [CH:1]([O:4][C:5]1[CH:6]=[C:7]([CH:20]=[C:21]([CH2:23][OH:24])[CH:22]=1)[C:8]([NH:10][C:11]1[CH:16]=[CH:15][C:14]([C:17]([OH:19])=[O:18])=[CH:13][N:12]=1)=[O:9])([CH3:3])[CH3:2].CC(OI1(OC(C)=O)(OC(C)=O)OC(=O)C2C=CC=CC1=2)=[O:27].C(=O)([O-])[O-].[K+].[K+], predict the reaction product. The product is: [CH:1]([O:4][C:5]1[CH:6]=[C:7]([CH:20]=[C:21]([C:23]([OH:27])=[O:24])[CH:22]=1)[C:8]([NH:10][C:11]1[CH:16]=[CH:15][C:14]([C:17]([OH:19])=[O:18])=[CH:13][N:12]=1)=[O:9])([CH3:3])[CH3:2]. (6) Given the reactants [NH2:1][C@:2]12[CH2:45][CH2:44][C@@H:43]([C:46]([CH3:48])=[CH2:47])[C@@H:3]1[C@@H:4]1[C@@:17]([CH3:20])([CH2:18][CH2:19]2)[C@@:16]2([CH3:21])[C@@H:7]([C@:8]3([CH3:42])[C@@H:13]([CH2:14][CH2:15]2)[C:12]([CH3:23])([CH3:22])[C:11]([C:24]2[CH2:29][CH2:28][C@@:27]([CH2:40][F:41])([C:30]([O:32][CH2:33][C:34]4[CH:39]=[CH:38][CH:37]=[CH:36][CH:35]=4)=[O:31])[CH2:26][CH:25]=2)=[CH:10][CH2:9]3)[CH2:6][CH2:5]1.[OH:49][C:50]1([CH2:56][CH:57]=O)[CH2:55][CH2:54][O:53][CH2:52][CH2:51]1.C(O[BH-](OC(=O)C)OC(=O)C)(=O)C.[Na+].C(=O)(O)[O-].[Na+], predict the reaction product. The product is: [F:41][CH2:40][C@@:27]1([C:30]([O:32][CH2:33][C:34]2[CH:35]=[CH:36][CH:37]=[CH:38][CH:39]=2)=[O:31])[CH2:28][CH2:29][C:24]([C:11]2[C:12]([CH3:22])([CH3:23])[C@H:13]3[C@:8]([CH3:42])([CH2:9][CH:10]=2)[C@@H:7]2[C@:16]([CH3:21])([C@@:17]4([CH3:20])[C@H:4]([CH2:5][CH2:6]2)[C@H:3]2[C@H:43]([C:46]([CH3:48])=[CH2:47])[CH2:44][CH2:45][C@:2]2([NH:1][CH2:57][CH2:56][C:50]2([OH:49])[CH2:55][CH2:54][O:53][CH2:52][CH2:51]2)[CH2:19][CH2:18]4)[CH2:15][CH2:14]3)=[CH:25][CH2:26]1. (7) Given the reactants [P:1]([O:39]C)([O:37]C)([O:3][CH2:4][CH2:5][C@@H:6]([NH:23][C:24]([C:26]1[CH:31]=[CH:30][C:29]([O:32][CH:33]([CH3:35])[CH3:34])=[C:28]([Cl:36])[CH:27]=1)=[O:25])[CH2:7][C:8]1[CH:13]=[CH:12][C:11]([C:14]2[N:15]=[C:16]([C:20](=[O:22])[CH3:21])[N:17]([CH3:19])[CH:18]=2)=[CH:10][CH:9]=1)=[O:2], predict the reaction product. The product is: [P:1]([OH:37])([OH:39])([O:3][CH2:4][CH2:5][C@@H:6]([NH:23][C:24]([C:26]1[CH:31]=[CH:30][C:29]([O:32][CH:33]([CH3:35])[CH3:34])=[C:28]([Cl:36])[CH:27]=1)=[O:25])[CH2:7][C:8]1[CH:13]=[CH:12][C:11]([C:14]2[N:15]=[C:16]([C:20](=[O:22])[CH3:21])[N:17]([CH3:19])[CH:18]=2)=[CH:10][CH:9]=1)=[O:2].